From a dataset of Reaction yield outcomes from USPTO patents with 853,638 reactions. Predict the reaction yield, written as a fraction of the theoretical maximum amount of product (1.0 means a 100% yield; for example, 0.34 means a 34% yield). (1) The product is [NH2:21][C@H:22]1[CH2:26][CH2:25][N:24]([C:2]2[CH:3]=[C:4]([NH:11][C:12]3[CH:17]=[CH:16][C:15]([O:18][CH2:19][CH3:20])=[CH:14][CH:13]=3)[C:5]3[N:6]([CH:8]=[CH:9][N:10]=3)[N:7]=2)[CH2:23]1. The yield is 0.0200. The catalyst is O. The reactants are Cl[C:2]1[CH:3]=[C:4]([NH:11][C:12]2[CH:17]=[CH:16][C:15]([O:18][CH2:19][CH3:20])=[CH:14][CH:13]=2)[C:5]2[N:6]([CH:8]=[CH:9][N:10]=2)[N:7]=1.[NH2:21][C@H:22]1[CH2:26][CH2:25][N:24](C(OC(C)(C)C)=O)[CH2:23]1. (2) The reactants are C1COCC1.[C:6]1([CH3:14])[CH:11]=[CH:10][C:9]([Mg]Br)=[CH:8][CH:7]=1.C1(P(C2CCCCC2)C2CCCCC2)CCCCC1.CO[C:36]1[CH:37]=[C:38]2[C:43](=[CH:44][CH:45]=1)[CH2:42][CH2:41][CH2:40][CH2:39]2. The catalyst is C(OCOCC)C. The product is [CH3:14][C:6]1[CH:11]=[CH:10][C:9]([C:36]2[CH:37]=[C:38]3[C:43](=[CH:44][CH:45]=2)[CH2:42][CH2:41][CH2:40][CH2:39]3)=[CH:8][CH:7]=1. The yield is 0.640. (3) The reactants are [CH3:1][O:2][C:3]1[CH:10]=[CH:9][CH:8]=[CH:7][C:4]=1[CH2:5][NH2:6].[C:11](Cl)(Cl)=[S:12].O. The catalyst is C(OCC)C. The product is [CH3:1][O:2][C:3]1[CH:10]=[CH:9][CH:8]=[CH:7][C:4]=1[CH2:5][N:6]=[C:11]=[S:12]. The yield is 0.990. (4) The reactants are [Cl:1][C:2]1[S:6][C:5]([S:7]([NH:10][C:11]2[CH:19]=[CH:18][C:14]([C:15]([OH:17])=[O:16])=[C:13]([OH:20])[CH:12]=2)(=[O:9])=[O:8])=[CH:4][C:3]=1[C:21]1[CH:26]=[CH:25][CH:24]=[C:23]([F:27])[CH:22]=1.[CH3:28][O:29][CH2:30][CH:31](O)[CH2:32][CH3:33]. No catalyst specified. The product is [Cl:1][C:2]1[S:6][C:5]([S:7]([NH:10][C:11]2[CH:19]=[CH:18][C:14]([C:15]([O:17][CH:31]([CH2:30][O:29][CH3:28])[CH2:32][CH3:33])=[O:16])=[C:13]([OH:20])[CH:12]=2)(=[O:8])=[O:9])=[CH:4][C:3]=1[C:21]1[CH:26]=[CH:25][CH:24]=[C:23]([F:27])[CH:22]=1. The yield is 0.620. (5) The reactants are Cl[C:2]([O:4][CH2:5][C:6]([Cl:9])([Cl:8])[Cl:7])=[O:3].[NH2:10][C:11]1[N:15]([C:16]2[CH:17]=[C:18]([S:22][CH2:23][CH2:24][OH:25])[CH:19]=[CH:20][CH:21]=2)[N:14]=[C:13]([C:26]([CH3:29])([CH3:28])[CH3:27])[CH:12]=1.CCN(C(C)C)C(C)C. The catalyst is C1COCC1.O. The product is [Cl:7][C:6]([Cl:9])([Cl:8])[CH2:5][O:4][C:2](=[O:3])[NH:10][C:11]1[N:15]([C:16]2[CH:21]=[CH:20][CH:19]=[C:18]([S:22][CH2:23][CH2:24][OH:25])[CH:17]=2)[N:14]=[C:13]([C:26]([CH3:29])([CH3:28])[CH3:27])[CH:12]=1. The yield is 1.00. (6) The reactants are [CH3:1][S:2]([OH:5])(=[O:4])=[O:3].[CH3:6][O:7][C:8]1[CH:13]=[CH:12][C:11]([C:14]2[O:18][C:17]([CH3:20])([CH3:19])[C:16](=[O:21])[C:15]=2[C:22]2[CH:27]=[CH:26][C:25]([O:28][CH2:29][C:30]3[CH:35]=[CH:34][C:33]([CH3:36])=[CH:32][N:31]=3)=[CH:24][CH:23]=2)=[CH:10][CH:9]=1. The catalyst is C(Cl)Cl.C(OCC)C. The product is [CH3:1][S:2]([OH:5])(=[O:4])=[O:3].[CH3:6][O:7][C:8]1[CH:9]=[CH:10][C:11]([C:14]2[O:18][C:17]([CH3:20])([CH3:19])[C:16](=[O:21])[C:15]=2[C:22]2[CH:27]=[CH:26][C:25]([O:28][CH2:29][C:30]3[CH:35]=[CH:34][C:33]([CH3:36])=[CH:32][N:31]=3)=[CH:24][CH:23]=2)=[CH:12][CH:13]=1. The yield is 0.909. (7) The reactants are O=P(Cl)(Cl)Cl.[CH3:6][O:7][C:8]1[CH:9]=[C:10]2[C:14](=[CH:15][C:16]=1[F:17])[NH:13][CH:12]=[CH:11]2.[OH-].[Na+].CN(C)[CH:22]=[O:23]. No catalyst specified. The product is [F:17][C:16]1[CH:15]=[C:14]2[C:10]([C:11]([CH:22]=[O:23])=[CH:12][NH:13]2)=[CH:9][C:8]=1[O:7][CH3:6]. The yield is 0.950. (8) The reactants are [CH3:1][C:2]1[C:3]([C:9](=[N:16][O:17][CH2:18][C:19]2[N:24]=[C:23]([N:25]3C(=O)C4C(=CC=CC=4)C3=O)[CH:22]=[CH:21][CH:20]=2)[C:10]2[CH:15]=[CH:14][CH:13]=[CH:12][CH:11]=2)=[N:4][C:5]([CH3:8])=[CH:6][N:7]=1.O.NN. The catalyst is O1CCCC1. The product is [CH3:1][C:2]1[C:3]([C:9](=[N:16][O:17][CH2:18][C:19]2[N:24]=[C:23]([NH2:25])[CH:22]=[CH:21][CH:20]=2)[C:10]2[CH:11]=[CH:12][CH:13]=[CH:14][CH:15]=2)=[N:4][C:5]([CH3:8])=[CH:6][N:7]=1. The yield is 0.640. (9) The reactants are [Br:1][C:2]1[C:3]2[CH:15]=[CH:14][CH:13]=[CH:12][C:4]=2[S:5][C:6]=1[CH:7]([OH:11])[C:8]([OH:10])=[O:9].S(=O)(=O)(O)O.[CH3:21]O. No catalyst specified. The product is [Br:1][C:2]1[C:3]2[CH:15]=[CH:14][CH:13]=[CH:12][C:4]=2[S:5][C:6]=1[CH:7]([OH:11])[C:8]([O:10][CH3:21])=[O:9]. The yield is 0.910. (10) The reactants are [CH3:1][CH:2]1[CH2:7][CH2:6][N:5]([C:8]([N:10]2[CH2:16][C:15]3[CH:17]=[C:18]([C:21]4[CH:22]=[C:23]([NH2:28])[C:24]([NH2:27])=[N:25][CH:26]=4)[CH:19]=[CH:20][C:14]=3[O:13][CH2:12][CH2:11]2)=[O:9])[CH2:4][CH2:3]1.[CH3:29][O:30][C:31]([NH:33][C:34](=NC(OC)=O)SC)=[O:32]. The catalyst is C(O)(=O)C.C(OCC)C. The product is [CH3:1][CH:2]1[CH2:7][CH2:6][N:5]([C:8]([N:10]2[CH2:16][C:15]3[CH:17]=[C:18]([C:21]4[CH:22]=[C:23]5[NH:28][C:34]([NH:33][C:31](=[O:32])[O:30][CH3:29])=[N:27][C:24]5=[N:25][CH:26]=4)[CH:19]=[CH:20][C:14]=3[O:13][CH2:12][CH2:11]2)=[O:9])[CH2:4][CH2:3]1. The yield is 0.120.